The task is: Predict the reaction yield, written as a fraction of the theoretical maximum amount of product (1.0 means a 100% yield; for example, 0.34 means a 34% yield).. This data is from Reaction yield outcomes from USPTO patents with 853,638 reactions. (1) The yield is 0.290. The reactants are Cl[C:2]1[N:3]=[CH:4][C:5]2[N:10]=[N:9][N:8]([CH2:11][C:12]3[CH:13]=[C:14]4[C:19](=[CH:20][CH:21]=3)[N:18]=[CH:17][CH:16]=[CH:15]4)[C:6]=2[N:7]=1.[CH3:22][N:23]1[CH:27]=[C:26](B2OC(C)(C)C(C)(C)O2)[CH:25]=[N:24]1.C([O-])([O-])=O.[Cs+].[Cs+].C(Cl)Cl. The product is [CH3:22][N:23]1[CH:27]=[C:26]([C:2]2[N:3]=[CH:4][C:5]3[N:10]=[N:9][N:8]([CH2:11][C:12]4[CH:13]=[C:14]5[C:19](=[CH:20][CH:21]=4)[N:18]=[CH:17][CH:16]=[CH:15]5)[C:6]=3[N:7]=2)[CH:25]=[N:24]1. The catalyst is COCCOC.O. (2) The reactants are [CH:1]1([O:7][C:8](=[O:24])[CH:9]([NH:16]C(OC(C)(C)C)=O)[C:10]2[CH:15]=[CH:14][CH:13]=[CH:12][CH:11]=2)[CH2:6][CH2:5][CH2:4][CH2:3][CH2:2]1.C(O)(C(F)(F)F)=O. The catalyst is C(Cl)Cl. The product is [CH:1]1([O:7][C:8](=[O:24])[CH:9]([NH2:16])[C:10]2[CH:15]=[CH:14][CH:13]=[CH:12][CH:11]=2)[CH2:2][CH2:3][CH2:4][CH2:5][CH2:6]1. The yield is 0.980. (3) The reactants are Br[C:2]1[C:11]2[C:6](=[CH:7][CH:8]=[C:9]([OH:12])[CH:10]=2)[N:5]=[C:4]2[C:13]3[C:18]([O:19][CH2:20][C:3]=12)=[CH:17][C:16]([OH:21])=[CH:15][CH:14]=3.[C:22]([C:24]1[CH:29]=[CH:28][C:27](B(O)O)=[CH:26][CH:25]=1)#[N:23]. No catalyst specified. The product is [C:22]([C:24]1[CH:29]=[CH:28][C:27]([C:2]2[C:11]3[C:6](=[CH:7][CH:8]=[C:9]([OH:12])[CH:10]=3)[N:5]=[C:4]3[C:13]4[C:18]([O:19][CH2:20][C:3]=23)=[CH:17][C:16]([OH:21])=[CH:15][CH:14]=4)=[CH:26][CH:25]=1)#[N:23]. The yield is 0.960. (4) The yield is 0.890. The reactants are C([O:8][CH2:9][C@H:10]1[O:14][C:13](=[O:15])[CH2:12][C@@H:11]1[CH:16]1[O:20][CH2:19][CH2:18][O:17]1)C1C=CC=CC=1. The catalyst is CO.[Pd]. The product is [O:17]1[CH2:18][CH2:19][O:20][CH:16]1[C@@H:11]1[C@@H:10]([CH2:9][OH:8])[O:14][C:13](=[O:15])[CH2:12]1. (5) The reactants are FC(F)(F)C(O)=O.[CH3:8][O:9][C:10]1[N:11]=[C:12]2[C:17](=[CH:18][CH:19]=1)[N:16]=[CH:15][C:14]([O:20][CH2:21][CH2:22][C@H:23]1[CH2:28][CH2:27][C@H:26]([NH:29]C(=O)O)[CH2:25][CH2:24]1)=[CH:13]2. The catalyst is ClCCl. The product is [CH3:8][O:9][C:10]1[N:11]=[C:12]2[C:17](=[CH:18][CH:19]=1)[N:16]=[CH:15][C:14]([O:20][CH2:21][CH2:22][C@H:23]1[CH2:24][CH2:25][C@H:26]([NH2:29])[CH2:27][CH2:28]1)=[CH:13]2. The yield is 0.950. (6) The reactants are [CH3:1][NH:2][CH2:3][C:4]1[CH:12]=[C:11]2[C:7]([CH:8]=[CH:9][N:10]2[CH3:13])=[CH:6][CH:5]=1.Cl.[O:15]=[C:16]1[NH:25][C:24]2[N:23]=[CH:22][C:21](/[CH:26]=[CH:27]/[C:28](O)=[O:29])=[CH:20][C:19]=2[CH2:18][CH2:17]1. No catalyst specified. The product is [CH3:1][N:2]([CH2:3][C:4]1[CH:12]=[C:11]2[C:7]([CH:8]=[CH:9][N:10]2[CH3:13])=[CH:6][CH:5]=1)[C:28](=[O:29])[CH:27]=[CH:26][C:21]1[CH:22]=[N:23][C:24]2[NH:25][C:16](=[O:15])[CH2:17][CH2:18][C:19]=2[CH:20]=1. The yield is 0.650. (7) The reactants are [Cl:1][C:2]1[O:6][N:5]=[C:4]([C:7]2[CH:12]=[CH:11][CH:10]=[CH:9][CH:8]=2)[C:3]=1[CH:13]=O.[Br:15][C:16]1[CH:24]=[C:23]2[C:19]([CH2:20][N:21]=[C:22]2[NH:25][NH2:26])=[CH:18][CH:17]=1. The yield is 0.190. The product is [Br:15][C:16]1[CH:24]=[C:23]2[C:19]([CH2:20][N:21]3[C:13]([C:3]4[C:4]([C:7]5[CH:12]=[CH:11][CH:10]=[CH:9][CH:8]=5)=[N:5][O:6][C:2]=4[Cl:1])=[N:26][N:25]=[C:22]32)=[CH:18][CH:17]=1. No catalyst specified. (8) The reactants are [OH:1][C:2]1[C:11]([NH:12][C:13](=O)[C:14]2[CH:19]=[CH:18][CH:17]=[C:16]([C:20]3[CH:25]=[CH:24][N:23]=[CH:22][CH:21]=3)[CH:15]=2)=[CH:10][CH:9]=[CH:8][C:3]=1[C:4]([O:6][CH3:7])=[O:5].C(=O)(O)[O-].[Na+]. The catalyst is C(O)(=O)CC. The product is [N:23]1[CH:24]=[CH:25][C:20]([C:16]2[CH:15]=[C:14]([C:13]3[O:1][C:2]4[C:3]([C:4]([O:6][CH3:7])=[O:5])=[CH:8][CH:9]=[CH:10][C:11]=4[N:12]=3)[CH:19]=[CH:18][CH:17]=2)=[CH:21][CH:22]=1. The yield is 0.280. (9) The reactants are [CH3:1][C:2]([CH3:28])([CH3:27])[C@H:3]([NH:7][C:8]([C:10]1[N:11]=[C:12]([C:21]2[CH:26]=[CH:25][CH:24]=[CH:23][CH:22]=2)[N:13]2[CH2:19][CH2:18][CH2:17][N:16]([CH3:20])[CH2:15][C:14]=12)=[O:9])[C:4](O)=[O:5].[CH:29]([NH2:32])([CH3:31])[CH3:30].CN(C(ON1N=NC2C=CC=CC1=2)=[N+](C)C)C.[B-](F)(F)(F)F. The catalyst is CN(C=O)C. The product is [CH:29]([NH:32][C:4](=[O:5])[C@@H:3]([NH:7][C:8]([C:10]1[N:11]=[C:12]([C:21]2[CH:22]=[CH:23][CH:24]=[CH:25][CH:26]=2)[N:13]2[CH2:19][CH2:18][CH2:17][N:16]([CH3:20])[CH2:15][C:14]=12)=[O:9])[C:2]([CH3:27])([CH3:28])[CH3:1])([CH3:31])[CH3:30]. The yield is 0.660.